The task is: Predict the product of the given reaction.. This data is from Forward reaction prediction with 1.9M reactions from USPTO patents (1976-2016). (1) Given the reactants C(OC([N:8]1[CH2:11][C:10]([C:13]2[C:14]3[CH:21]=[CH:20][CH:19]=[CH:18][C:15]=3[S:16][CH:17]=2)([OH:12])[CH2:9]1)=O)(C)(C)C.[ClH:22], predict the reaction product. The product is: [ClH:22].[S:16]1[CH:17]=[C:13]([C:10]2([OH:12])[CH2:11][NH:8][CH2:9]2)[C:14]2[CH:21]=[CH:20][CH:19]=[CH:18][C:15]1=2. (2) Given the reactants [C:1]([O:5][C:6](=[O:30])[NH:7][CH2:8][CH2:9][CH2:10][O:11][C:12]1[CH:17]=[CH:16][C:15]([C:18]2[CH:19]=[CH:20][C:21]3[N:22]([CH:24]=[C:25]([CH3:27])[N:26]=3)[N:23]=2)=[CH:14][C:13]=1[O:28][CH3:29])([CH3:4])([CH3:3])[CH3:2].C1C(=O)N([Br:38])C(=O)C1, predict the reaction product. The product is: [C:1]([O:5][C:6](=[O:30])[NH:7][CH2:8][CH2:9][CH2:10][O:11][C:12]1[CH:17]=[CH:16][C:15]([C:18]2[CH:19]=[CH:20][C:21]3[N:22]([C:24]([Br:38])=[C:25]([CH3:27])[N:26]=3)[N:23]=2)=[CH:14][C:13]=1[O:28][CH3:29])([CH3:3])([CH3:4])[CH3:2]. (3) Given the reactants [C:9](O[C:9]([O:11][C:12]([CH3:15])([CH3:14])[CH3:13])=[O:10])([O:11][C:12]([CH3:15])([CH3:14])[CH3:13])=[O:10].[NH2:16][CH2:17][CH2:18][CH2:19][N:20]([CH3:62])[CH2:21][CH2:22][CH2:23][NH:24][C:25]1[C:37]2[C:36]3[C:31](=[CH:32][C:33]([C:38]([O:40][CH3:41])=[O:39])=[CH:34][CH:35]=3)[NH:30][C:29]=2[N:28]=[C:27]([CH2:42][C:43]2[CH:48]=[CH:47][CH:46]=[C:45]([CH:49]([O:54][CH2:55][C:56]3[CH:61]=[CH:60][CH:59]=[CH:58][CH:57]=3)[C:50]([F:53])([F:52])[F:51])[CH:44]=2)[N:26]=1.C(N(CC)CC)C, predict the reaction product. The product is: [CH2:55]([O:54][CH:49]([C:45]1[CH:44]=[C:43]([CH:48]=[CH:47][CH:46]=1)[CH2:42][C:27]1[N:26]=[C:25]([NH:24][CH2:23][CH2:22][CH2:21][N:20]([CH2:19][CH2:18][CH2:17][NH:16][C:9]([O:11][C:12]([CH3:13])([CH3:14])[CH3:15])=[O:10])[CH3:62])[C:37]2[C:36]3[C:31](=[CH:32][C:33]([C:38]([O:40][CH3:41])=[O:39])=[CH:34][CH:35]=3)[NH:30][C:29]=2[N:28]=1)[C:50]([F:52])([F:53])[F:51])[C:56]1[CH:61]=[CH:60][CH:59]=[CH:58][CH:57]=1. (4) Given the reactants Cl[C:2]1[N:12]=[C:11]2[C:5]([N:6]([CH3:17])[C:7](=[O:16])[CH2:8][CH2:9][N:10]2[CH:13]([CH3:15])[CH3:14])=[CH:4][N:3]=1.[NH2:18][C:19]1[CH:35]=[CH:34][C:22]([C:23]([NH:25][CH2:26][C:27]([CH3:33])([CH3:32])[CH2:28][N:29]([CH3:31])[CH3:30])=[O:24])=[CH:21][C:20]=1OC, predict the reaction product. The product is: [CH3:31][N:29]([CH3:30])[CH2:28][C:27]([CH3:32])([CH3:33])[CH2:26][NH:25][C:23](=[O:24])[C:22]1[CH:21]=[CH:20][C:19]([NH:18][C:2]2[N:12]=[C:11]3[C:5](=[CH:4][N:3]=2)[N:6]([CH3:17])[C:7](=[O:16])[CH2:8][CH2:9][N:10]3[CH:13]([CH3:15])[CH3:14])=[CH:35][CH:34]=1. (5) The product is: [I:19][C:17]1[S:16][C:13]2[NH:14][N:15]=[C:11]([C:2]3[CH:3]=[CH:4][C:5]4[C:10](=[CH:9][CH:8]=[CH:7][CH:6]=4)[CH:1]=3)[C:12]=2[CH:18]=1. Given the reactants [CH:1]1[C:10]2[C:5](=[CH:6][CH:7]=[CH:8][CH:9]=2)[CH:4]=[CH:3][C:2]=1[C:11]1[C:12]2[CH:18]=[CH:17][S:16][C:13]=2[NH:14][N:15]=1.[I:19]N1C(=O)CCC1=O.S([O-])([O-])(=O)=S.[Na+].[Na+], predict the reaction product. (6) Given the reactants [C:1]1([C@@H:7]2[CH2:9][C@H:8]2[C:10](Cl)=[O:11])[CH:6]=[CH:5][CH:4]=[CH:3][CH:2]=1.[NH2:13][C:14]1[C:19]([O:20][CH3:21])=[CH:18][C:17]([C:22]2[C:30]3[C:25](=[N:26][CH:27]=[N:28][C:29]=3[NH2:31])[N:24]([C@H:32]3[CH2:37][CH2:36][C@H:35]([N:38]4[CH2:43][CH2:42][N:41]([CH3:44])[CH2:40][CH2:39]4)[CH2:34][CH2:33]3)[N:23]=2)=[C:16]([F:45])[CH:15]=1, predict the reaction product. The product is: [NH2:31][C:29]1[N:28]=[CH:27][N:26]=[C:25]2[N:24]([CH:32]3[CH2:37][CH2:36][CH:35]([N:38]4[CH2:43][CH2:42][N:41]([CH3:44])[CH2:40][CH2:39]4)[CH2:34][CH2:33]3)[N:23]=[C:22]([C:17]3[C:16]([F:45])=[CH:15][C:14]([NH:13][C:10]([C@@H:8]4[CH2:9][C@H:7]4[C:1]4[CH:6]=[CH:5][CH:4]=[CH:3][CH:2]=4)=[O:11])=[C:19]([O:20][CH3:21])[CH:18]=3)[C:30]=12.